Dataset: Catalyst prediction with 721,799 reactions and 888 catalyst types from USPTO. Task: Predict which catalyst facilitates the given reaction. (1) Reactant: [CH3:1][Si:2]([CH3:7])([CH3:6])[CH2:3][CH2:4][OH:5].[C:8]([CH2:10][C:11](O)=[O:12])#[N:9].C1(N=C=NC2CCCCC2)CCCCC1.N1(C2C=CN=CC=2)CCCC1. Product: [CH3:1][Si:2]([CH3:7])([CH3:6])[CH2:3][CH2:4][O:5][C:11](=[O:12])[CH2:10][C:8]#[N:9]. The catalyst class is: 27. (2) Reactant: [NH2:1][C:2]1[N:7]=[CH:6][C:5]([O:8][C:9]2[CH:14]=[CH:13][N:12]=[C:11]([C:15]([NH2:17])=[O:16])[CH:10]=2)=[CH:4][CH:3]=1.[CH3:18][N:19]1[C:23]([CH3:24])=[C:22]([C:25](O)=[O:26])[C:21](=[O:28])[N:20]1[C:29]1[CH:34]=[CH:33][CH:32]=[CH:31][CH:30]=1.CCN=C=NCCCN(C)C.C1C=NC2N(O)N=NC=2C=1. Product: [CH3:18][N:19]1[C:23]([CH3:24])=[C:22]([C:25]([NH:1][C:2]2[N:7]=[CH:6][C:5]([O:8][C:9]3[CH:14]=[CH:13][N:12]=[C:11]([C:15]([NH2:17])=[O:16])[CH:10]=3)=[CH:4][CH:3]=2)=[O:26])[C:21](=[O:28])[N:20]1[C:29]1[CH:34]=[CH:33][CH:32]=[CH:31][CH:30]=1. The catalyst class is: 34. (3) Reactant: [Cl:1][C:2]1[N:3]=[C:4]([CH:7](O)[CH2:8][O:9][CH2:10][CH2:11][N:12]2[C:20]([C:21]3[CH:26]=[CH:25][CH:24]=[CH:23][CH:22]=3)=[C:19]3[C:14]([N:15]([CH3:30])[C:16](=[O:29])[N:17]([CH3:28])[C:18]3=[O:27])=[CH:13]2)[S:5][CH:6]=1.C(N(CC)CC)C.O(S(C(F)(F)F)(=O)=O)S(C(F)(F)F)(=O)=O. Product: [Cl:1][C:2]1[N:3]=[C:4]([CH:7]2[CH2:8][O:9][CH2:10][CH2:11][N:12]3[C:20]([C:21]4[CH:22]=[CH:23][CH:24]=[CH:25][CH:26]=4)=[C:19]4[C:18](=[O:27])[N:17]([CH3:28])[C:16](=[O:29])[N:15]([CH3:30])[C:14]4=[C:13]23)[S:5][CH:6]=1. The catalyst class is: 2. (4) Reactant: [C:1]([O:4][CH2:5][CH:6]1[CH2:10][CH2:9][N:8]([C:11]2[C:16](/[CH:17]=[C:18](\[CH3:26])/[C:19]([O:21]C(C)(C)C)=[O:20])=[CH:15][C:14]([C:27]3[CH:32]=[CH:31][C:30]([O:33][CH2:34][CH2:35][O:36][CH2:37][CH2:38][CH2:39][CH3:40])=[CH:29][CH:28]=3)=[CH:13][N:12]=2)[CH2:7]1)(=[O:3])[CH3:2].Cl.C(OCC)(=O)C.O.C(=O)([O-])[O-].[K+].[K+]. Product: [C:1]([O:4][CH2:5][CH:6]1[CH2:10][CH2:9][N:8]([C:11]2[C:16](/[CH:17]=[C:18](\[CH3:26])/[C:19]([OH:21])=[O:20])=[CH:15][C:14]([C:27]3[CH:32]=[CH:31][C:30]([O:33][CH2:34][CH2:35][O:36][CH2:37][CH2:38][CH2:39][CH3:40])=[CH:29][CH:28]=3)=[CH:13][N:12]=2)[CH2:7]1)(=[O:3])[CH3:2]. The catalyst class is: 13. (5) Reactant: [C:1]12([C:11]3[CH:16]=[CH:15][C:14]([OH:17])=[CH:13][CH:12]=3)[CH2:10][CH:5]3[CH2:6][CH:7]([CH2:9][CH:3]([CH2:4]3)[CH2:2]1)[CH2:8]2.[C:18]([O:22][CH3:23])(=[O:21])[C:19]#[CH:20].C1C=CC(P(C2C=CC=CC=2)C2C=CC=CC=2)=CC=1. Product: [CH3:23][O:22][C:18](=[O:21])/[CH:19]=[CH:20]/[O:17][C:14]1[CH:13]=[CH:12][C:11]([C:1]23[CH2:8][CH:7]4[CH2:9][CH:3]([CH2:4][CH:5]([CH2:6]4)[CH2:10]2)[CH2:2]3)=[CH:16][CH:15]=1. The catalyst class is: 11. (6) Reactant: CC1[S:6][C:5]([C:7]2[C:16]3[C:11](=[CH:12][CH:13]=[C:14](Br)[CH:15]=3)[C:10]([CH3:19])(C)[CH2:9][CH:8]=2)=CC=1.[Li][C:21](C)(C)[CH3:22].[CH3:25]CCCC.CN([CH:33]=[O:34])C.C(=O)=O.[CH2:38]1[CH2:42]O[CH2:40][CH2:39]1. Product: [CH3:40][C:39]1[S:6][C:5]([C:7]2[C:16]3[C:11](=[CH:10][CH:19]=[C:25]([CH:33]=[O:34])[CH:15]=3)[C:12]([CH2:13][CH3:14])([CH2:21][CH3:22])[CH2:9][CH:8]=2)=[CH:42][CH:38]=1. The catalyst class is: 28. (7) Reactant: [Cl:1][C:2]1[C:8]([F:9])=[C:7](Br)[C:6]([CH3:11])=[C:5]([F:12])[C:3]=1[NH2:4].P([O-])([O-])([O-])=O.[K+].[K+].[K+].C1(P([CH:34]2[CH2:39][CH2:38]CCC2)C2CCCCC2)CCCCC1. Product: [Cl:1][C:2]1[C:8]([F:9])=[C:7]([CH:38]2[CH2:39][CH2:34]2)[C:6]([CH3:11])=[C:5]([F:12])[C:3]=1[NH2:4]. The catalyst class is: 498.